Dataset: Catalyst prediction with 721,799 reactions and 888 catalyst types from USPTO. Task: Predict which catalyst facilitates the given reaction. (1) Reactant: IC.[NH:3]1[C:7]([C:8]2[CH:13]=[C:12]([O:14][C:15]3[CH:20]=[CH:19][C:18]([NH:21][C:22]([NH:24][C:25]4[CH:30]=[CH:29][CH:28]=[C:27]([C:31]([F:34])([F:33])[F:32])[CH:26]=4)=[O:23])=[CH:17][CH:16]=3)[CH:11]=[CH:10][N:9]=2)=[N:6][N:5]=[N:4]1.[C:35](=O)([O-])[O-].[K+].[K+]. Product: [CH3:35][N:6]1[C:7]([C:8]2[CH:13]=[C:12]([O:14][C:15]3[CH:16]=[CH:17][C:18]([NH:21][C:22]([NH:24][C:25]4[CH:30]=[CH:29][CH:28]=[C:27]([C:31]([F:32])([F:34])[F:33])[CH:26]=4)=[O:23])=[CH:19][CH:20]=3)[CH:11]=[CH:10][N:9]=2)=[N:3][N:4]=[N:5]1. The catalyst class is: 3. (2) Reactant: [CH2:1]([C@@:4]1([C:20]2[CH:25]=[CH:24][CH:23]=[CH:22][CH:21]=2)[O:9][C:8](=[O:10])[N:7]([C@H:11]([C:13]2[CH:18]=[CH:17][C:16]([Br:19])=[CH:15][CH:14]=2)[CH3:12])[CH2:6][CH2:5]1)[CH:2]=C.[O:26]=[O+][O-].[BH4-].[Na+]. Product: [Br:19][C:16]1[CH:17]=[CH:18][C:13]([C@@H:11]([N:7]2[CH2:6][CH2:5][C@:4]([CH2:1][CH2:2][OH:26])([C:20]3[CH:21]=[CH:22][CH:23]=[CH:24][CH:25]=3)[O:9][C:8]2=[O:10])[CH3:12])=[CH:14][CH:15]=1. The catalyst class is: 2.